Dataset: Forward reaction prediction with 1.9M reactions from USPTO patents (1976-2016). Task: Predict the product of the given reaction. (1) Given the reactants [O:1]=[C:2]1[N:6]([C:7]2[CH:12]=[CH:11][CH:10]=[CH:9][C:8]=2[CH3:13])[N:5]=[C:4]([C:14]2[CH:15]=[C:16]([CH:21]=[CH:22][CH:23]=2)[C:17]([O:19]C)=[O:18])[NH:3]1.[I-].[Li+].O.Cl, predict the reaction product. The product is: [O:1]=[C:2]1[N:6]([C:7]2[CH:12]=[CH:11][CH:10]=[CH:9][C:8]=2[CH3:13])[N:5]=[C:4]([C:14]2[CH:15]=[C:16]([CH:21]=[CH:22][CH:23]=2)[C:17]([OH:19])=[O:18])[NH:3]1. (2) Given the reactants Br[C:2]1[CH:11]=[CH:10][C:9]2[C:4](=[CH:5][C:6]([O:12][CH3:13])=[CH:7][CH:8]=2)[CH:3]=1.[CH2:14]1[O:16][CH2:15]1, predict the reaction product. The product is: [CH3:13][O:12][C:6]1[CH:5]=[C:4]2[C:9]([CH:10]=[CH:11][C:2]([CH2:14][CH2:15][OH:16])=[CH:3]2)=[CH:8][CH:7]=1. (3) Given the reactants [CH2:1]([N:3]1[C:12]2[C:7](=[CH:8][C:9]([CH3:22])=[C:10](B3OC(C)(C)C(C)(C)O3)[CH:11]=2)[C:6]([CH3:24])([CH3:23])[CH2:5][C:4]1=[O:25])[CH3:2].[Br:26][C:27]1[CH:32]=[CH:31][C:30](I)=[C:29]([O:34][C:35]([F:38])([F:37])[F:36])[CH:28]=1, predict the reaction product. The product is: [Br:26][C:27]1[CH:32]=[CH:31][C:30]([C:10]2[CH:11]=[C:12]3[C:7]([C:6]([CH3:23])([CH3:24])[CH2:5][C:4](=[O:25])[N:3]3[CH2:1][CH3:2])=[CH:8][C:9]=2[CH3:22])=[C:29]([O:34][C:35]([F:36])([F:37])[F:38])[CH:28]=1.